Dataset: CYP3A4 inhibition data for predicting drug metabolism from PubChem BioAssay. Task: Regression/Classification. Given a drug SMILES string, predict its absorption, distribution, metabolism, or excretion properties. Task type varies by dataset: regression for continuous measurements (e.g., permeability, clearance, half-life) or binary classification for categorical outcomes (e.g., BBB penetration, CYP inhibition). Dataset: cyp3a4_veith. (1) The compound is Clc1ccccc1-c1nc(N2CCNCC2)c2ccccc2n1. The result is 1 (inhibitor). (2) The compound is Cn1cccc1C(=O)N1CCC2(CCCN(C(=O)Nc3cccc(C#N)c3)C2)CC1. The result is 1 (inhibitor).